From a dataset of Catalyst prediction with 721,799 reactions and 888 catalyst types from USPTO. Predict which catalyst facilitates the given reaction. (1) Reactant: [CH3:1][CH2:2][C@@:3]12[C@:11]([OH:14])([C:12]#[CH:13])[CH2:10][CH2:9][C@H:8]1[C@@H:7]1[CH2:15][CH2:16][C:17]3[C@@H:23]([C@H:6]1[CH2:5][CH2:4]2)[CH2:22][CH2:21][C:19](=O)[CH:18]=3.C([C@]12CC[C@@H]3C4CC=C(OC)CC=4CC[C@H]3[C@@H]1CC[C@@H]2O)C.[Cl-].O[NH3+].C([C@]12CC[C@@H]3[C@@H]4C(CC[C@H]3[C@@H]1CC[C@@H]2O)=CC(=[N:68][OH:69])CC4)C. Product: [CH3:1][CH2:2][C@@:3]12[C@:11]([OH:14])([C:12]#[CH:13])[CH2:10][CH2:9][C@H:8]1[C@@H:7]1[CH2:15][CH2:16][C:17]3[C@@H:23]([C@H:6]1[CH2:5][CH2:4]2)[CH2:22][CH2:21]/[C:19](=[N:68]\[OH:69])/[CH:18]=3. The catalyst class is: 17. (2) Reactant: [CH2:1]([CH:3]1[CH2:7][CH2:6][C:5]([C:8]([O:10][CH3:11])=[O:9])=[CH:4]1)[CH3:2]. Product: [CH2:1]([CH:3]1[CH2:7][CH2:6][CH:5]([C:8]([O:10][CH3:11])=[O:9])[CH2:4]1)[CH3:2]. The catalyst class is: 19. (3) Reactant: [OH:1][CH2:2][CH2:3][N:4]([CH2:12][C:13]1[CH:18]=[CH:17][C:16]([N+:19]([O-])=O)=[CH:15][CH:14]=1)[C:5](=[O:11])[O:6][C:7]([CH3:10])([CH3:9])[CH3:8]. Product: [NH2:19][C:16]1[CH:15]=[CH:14][C:13]([CH2:12][N:4]([CH2:3][CH2:2][OH:1])[C:5](=[O:11])[O:6][C:7]([CH3:9])([CH3:10])[CH3:8])=[CH:18][CH:17]=1. The catalyst class is: 99.